From a dataset of Full USPTO retrosynthesis dataset with 1.9M reactions from patents (1976-2016). Predict the reactants needed to synthesize the given product. Given the product [CH3:19][N:20]([C:22]1[CH:27]=[CH:26][CH:25]=[CH:24][CH:23]=1)[NH:21][C:9](=[O:11])[C:8]1[CH:12]=[C:4]([CH:1]2[CH2:2][CH2:3]2)[C:5]([O:13][CH2:14][C:15]([F:18])([F:17])[F:16])=[N:6][CH:7]=1, predict the reactants needed to synthesize it. The reactants are: [CH:1]1([C:4]2[C:5]([O:13][CH2:14][C:15]([F:18])([F:17])[F:16])=[N:6][CH:7]=[C:8]([CH:12]=2)[C:9]([OH:11])=O)[CH2:3][CH2:2]1.[CH3:19][N:20]([C:22]1[CH:27]=[CH:26][CH:25]=[CH:24][CH:23]=1)[NH2:21].